Dataset: Reaction yield outcomes from USPTO patents with 853,638 reactions. Task: Predict the reaction yield, written as a fraction of the theoretical maximum amount of product (1.0 means a 100% yield; for example, 0.34 means a 34% yield). (1) The reactants are C1(C)C=CC(S(O[CH:11]([CH2:13]/[CH:14]=[CH:15]/[C:16]2[CH:17]=[N:18][CH:19]=[CH:20][CH:21]=2)[CH3:12])(=O)=O)=CC=1.[CH3:23][NH2:24]. The catalyst is C(O)C. The product is [CH3:23][NH:24][CH:11]([CH2:13]/[CH:14]=[CH:15]/[C:16]1[CH:17]=[N:18][CH:19]=[CH:20][CH:21]=1)[CH3:12]. The yield is 0.516. (2) The reactants are [Br:1][C:2]1[S:6][C:5]([CH:7]=O)=[CH:4][CH:3]=1.[CH3:9][O:10][C:11]1[CH:12]=[C:13]([CH:17]=[CH:18][C:19]=1[O:20][CH3:21])[CH2:14][C:15]#[N:16]. No catalyst specified. The product is [Br:1][C:2]1[S:6][C:5](/[CH:7]=[C:14](/[C:13]2[CH:17]=[CH:18][C:19]([O:20][CH3:21])=[C:11]([O:10][CH3:9])[CH:12]=2)\[C:15]#[N:16])=[CH:4][CH:3]=1. The yield is 0.510. (3) The reactants are [CH3:1][N:2]([CH3:10])/[CH:3]=[CH:4]/[C:5]([O:7][CH2:8][CH3:9])=[O:6].C(N(CC)CC)C.[F:18][C:19]1[C:20]([C:25](Cl)=[O:26])=[N:21][CH:22]=[CH:23][CH:24]=1. The catalyst is C1(C)C=CC=CC=1.C(OCC)(=O)C. The product is [CH3:1][N:2]([CH3:10])/[CH:3]=[C:4](/[C:25](=[O:26])[C:20]1[C:19]([F:18])=[CH:24][CH:23]=[CH:22][N:21]=1)\[C:5]([O:7][CH2:8][CH3:9])=[O:6]. The yield is 0.150. (4) The reactants are Cl.CN.C[O:5][C:6]([C:8]1[NH:9][C:10]2[CH:11]=[C:12]([NH:22][C:23]([O:25][C:26]([CH3:29])([CH3:28])[CH3:27])=[O:24])[CH:13]=[C:14]3[C:20](=[O:21])[NH:19][N:18]=[CH:17][C:16]=1[C:15]=23)=O.[CH2:30]([N:32](CC)CC)C. The catalyst is C1C=CC(P(C2C=CC=CC=2)[C-]2C=CC=C2)=CC=1.C1C=CC(P(C2C=CC=CC=2)[C-]2C=CC=C2)=CC=1.Cl[Pd]Cl.[Fe+2].CO. The product is [C:26]([O:25][C:23](=[O:24])[NH:22][C:12]1[CH:13]=[C:14]2[C:20](=[O:21])[NH:19][N:18]=[CH:17][C:16]3=[C:8]([C:6](=[O:5])[NH:32][CH3:30])[NH:9][C:10]([CH:11]=1)=[C:15]23)([CH3:28])([CH3:27])[CH3:29]. The yield is 0.290. (5) The reactants are [NH2:1][C@H:2]1[CH2:7][CH2:6][CH2:5][CH2:4][C@H:3]1[NH:8][C:9]1[CH:18]=[C:17]([C:19]#[N:20])[C:12](C(OC)=O)=[C:11]([NH:21][C:22]2[CH:27]=[CH:26][CH:25]=[C:24]([S:28]([CH3:31])(=[O:30])=[O:29])[CH:23]=2)[N:10]=1.[CH3:32][OH:33]. The catalyst is [Pd].Cl. The product is [NH2:1][C@H:2]1[CH2:7][CH2:6][CH2:5][CH2:4][C@H:3]1[NH:8][C:9]1[N:10]=[C:11]([NH:21][C:22]2[CH:27]=[CH:26][CH:25]=[C:24]([S:28]([CH3:31])(=[O:30])=[O:29])[CH:23]=2)[C:12]2[C:32](=[O:33])[NH:20][CH2:19][C:17]=2[CH:18]=1. The yield is 0.340. (6) The reactants are [CH:1]([N:4]([CH3:35])[C@@H:5]1[CH2:10][CH2:9][C@H:8]([N:11]2[CH2:15][CH2:14][C@H:13]([NH:16]C(=O)OCC3C=CC=CC=3)[C:12]2=[O:27])[C@H:7]([CH2:28][S:29]([CH:32]([CH3:34])[CH3:33])(=[O:31])=[O:30])[CH2:6]1)([CH3:3])[CH3:2].Br.CC(O)=O. The product is [NH2:16][C@H:13]1[CH2:14][CH2:15][N:11]([C@H:8]2[CH2:9][CH2:10][C@@H:5]([N:4]([CH:1]([CH3:3])[CH3:2])[CH3:35])[CH2:6][C@H:7]2[CH2:28][S:29]([CH:32]([CH3:34])[CH3:33])(=[O:31])=[O:30])[C:12]1=[O:27]. The catalyst is CCOCC. The yield is 0.910. (7) The yield is 0.790. The catalyst is CN(C=O)C.C1C=CC([P]([Pd]([P](C2C=CC=CC=2)(C2C=CC=CC=2)C2C=CC=CC=2)([P](C2C=CC=CC=2)(C2C=CC=CC=2)C2C=CC=CC=2)[P](C2C=CC=CC=2)(C2C=CC=CC=2)C2C=CC=CC=2)(C2C=CC=CC=2)C2C=CC=CC=2)=CC=1.[Cu]I. The product is [CH2:1]([NH2:4])[C:2]#[CH:3].[C:7]1([C:5]([NH2:4])=[O:6])[C:20]2[C:21]3=[C:22]4[C:17](=[CH:18][CH:19]=2)[CH:16]=[CH:15][CH:14]=[C:13]4[CH:12]=[CH:11][C:10]3=[CH:9][CH:8]=1. The reactants are [CH2:1]([NH:4][C:5]([C:7]1[C:20]2[C:21]3=[C:22]4[C:17](=[CH:18][CH:19]=2)[CH:16]=[CH:15][CH:14]=[C:13]4[CH:12]=[CH:11][C:10]3=[CH:9][CH:8]=1)=[O:6])[C:2]#[CH:3].CCN(CC)CC.